Dataset: Full USPTO retrosynthesis dataset with 1.9M reactions from patents (1976-2016). Task: Predict the reactants needed to synthesize the given product. (1) Given the product [C:9]1([S:15]([N:1]2[CH2:8][CH2:7][CH2:6][C@H:2]2[C:3]([OH:5])=[O:4])(=[O:17])=[O:16])[CH:14]=[CH:13][CH:12]=[CH:11][CH:10]=1, predict the reactants needed to synthesize it. The reactants are: [NH:1]1[CH2:8][CH2:7][CH2:6][C@H:2]1[C:3]([OH:5])=[O:4].[C:9]1([S:15](Cl)(=[O:17])=[O:16])[CH:14]=[CH:13][CH:12]=[CH:11][CH:10]=1.Cl. (2) Given the product [Cl:22][C:20]1[CH:19]=[CH:18][N:17]=[C:16]2[N:15]([CH2:29][CH:26]3[CH2:27][CH2:28][O:24][CH2:25]3)[CH:14]=[C:13]([C:11]([NH:10][CH2:9][C:5]3([OH:8])[CH2:6][CH2:7][C:2]([F:1])([F:23])[CH2:3][CH2:4]3)=[O:12])[C:21]=12, predict the reactants needed to synthesize it. The reactants are: [F:1][C:2]1([F:23])[CH2:7][CH2:6][C:5]([CH2:9][NH:10][C:11]([C:13]2[C:21]3[C:16](=[N:17][CH:18]=[CH:19][C:20]=3[Cl:22])[NH:15][CH:14]=2)=[O:12])([OH:8])[CH2:4][CH2:3]1.[O:24]1[CH2:28][CH2:27][CH:26]([CH2:29]O)[CH2:25]1.C(P(=CC#N)(CCCC)CCCC)CCC. (3) The reactants are: [C:1]([O:4][C:5]1[CH:15]=[CH:14][CH:13]=[CH:12][C:6]=1[C:7]([O:9][CH2:10]Cl)=[O:8])(=[O:3])[CH3:2].[N+:16]([O:19][CH:20]([CH2:31][O:32][N+:33]([O-:35])=[O:34])[CH2:21][C:22]1[CH:30]=[CH:29][C:25]([C:26]([OH:28])=[O:27])=[CH:24][CH:23]=1)([O-:18])=[O:17].CCN(CC)CC. Given the product [C:1]([O:4][C:5]1[CH:15]=[CH:14][CH:13]=[CH:12][C:6]=1[C:7]([O:9][CH2:10][O:28][C:26](=[O:27])[C:25]1[CH:24]=[CH:23][C:22]([CH2:21][CH:20]([O:19][N+:16]([O-:18])=[O:17])[CH2:31][O:32][N+:33]([O-:35])=[O:34])=[CH:30][CH:29]=1)=[O:8])(=[O:3])[CH3:2], predict the reactants needed to synthesize it. (4) Given the product [F:1][C:2]1[CH:3]=[C:4]2[C:10]([C:11]3[CH:12]=[C:13]([NH:17][CH:18]([CH:27]([CH3:29])[CH3:28])[C:19]([NH:21][CH2:22][C:23]([F:24])([F:25])[F:26])=[O:20])[CH:14]=[N:15][CH:16]=3)=[CH:9][NH:8][C:5]2=[N:6][CH:7]=1, predict the reactants needed to synthesize it. The reactants are: [F:1][C:2]1[CH:3]=[C:4]2[C:10]([C:11]3[CH:12]=[C:13]([NH:17][CH:18]([CH:27]([CH3:29])[CH3:28])[C:19]([NH:21][CH2:22][C:23]([F:26])([F:25])[F:24])=[O:20])[CH:14]=[N:15][CH:16]=3)=[CH:9][N:8](COCC[Si](C)(C)C)[C:5]2=[N:6][CH:7]=1.C(O)(C(F)(F)F)=O.C(N)CN.[OH-].[Na+]. (5) Given the product [ClH:1].[C:6]([C:8]1[CH:9]=[CH:10][C:11]([CH2:14][CH2:15][N:16]2[CH2:17][CH2:18][C:19]([CH2:23][N:24]([CH3:34])[C:25]3[CH:26]=[CH:27][C:28]([C:29]([OH:31])=[O:30])=[CH:32][CH:33]=3)([OH:22])[CH2:20][CH2:21]2)=[CH:12][CH:13]=1)#[N:7], predict the reactants needed to synthesize it. The reactants are: [ClH:1].C(O)(=O)C.[C:6]([C:8]1[CH:13]=[CH:12][C:11]([CH2:14][CH2:15][N:16]2[CH2:21][CH2:20][C:19]([CH2:23][N:24]([CH3:34])[C:25]3[CH:33]=[CH:32][C:28]([C:29]([OH:31])=[O:30])=[CH:27][CH:26]=3)([OH:22])[CH2:18][CH2:17]2)=[CH:10][CH:9]=1)#[N:7]. (6) Given the product [CH2:39]([O:38][C:35](=[O:37])[CH2:36][N:9]1[CH2:10][C@@H:11]([CH2:23][C:24]([CH3:25])([CH3:27])[CH3:26])[C@@:12]([C:15]2[CH:20]=[CH:19][C:18]([Cl:21])=[CH:17][C:16]=2[F:22])([C:13]#[N:14])[C@H:8]1[C:4]1[CH:5]=[CH:6][CH:7]=[C:2]([Cl:1])[C:3]=1[F:28])[CH3:40], predict the reactants needed to synthesize it. The reactants are: [Cl:1][C:2]1[C:3]([F:28])=[C:4]([CH:8]2[C:12]([C:15]3[CH:20]=[CH:19][C:18]([Cl:21])=[CH:17][C:16]=3[F:22])([C:13]#[N:14])[CH:11]([CH2:23][C:24]([CH3:27])([CH3:26])[CH3:25])[CH2:10][NH:9]2)[CH:5]=[CH:6][CH:7]=1.C(=O)([O-])[O-].[K+].[K+].[C:35]([O:38][CH2:39][CH3:40])(=[O:37])[CH3:36].